From a dataset of Catalyst prediction with 721,799 reactions and 888 catalyst types from USPTO. Predict which catalyst facilitates the given reaction. (1) Reactant: C([O:3][C:4]([C:6]1[CH:7]=[CH:8][N:9]2[CH2:14][CH2:13][O:12][CH2:11][C:10]=12)=[O:5])C.O.[OH-].[Na+]. Product: [CH2:11]1[C:10]2=[C:6]([C:4]([OH:5])=[O:3])[CH:7]=[CH:8][N:9]2[CH2:14][CH2:13][O:12]1. The catalyst class is: 5. (2) Reactant: [C:1]1([CH:7]2[CH2:12][C:11](=O)[CH2:10][CH2:9][O:8]2)[CH:6]=[CH:5][CH:4]=[CH:3][CH:2]=1.[NH3:14].[H][H]. Product: [C:1]1([CH:7]2[CH2:12][CH:11]([NH2:14])[CH2:10][CH2:9][O:8]2)[CH:6]=[CH:5][CH:4]=[CH:3][CH:2]=1. The catalyst class is: 19.